Dataset: Catalyst prediction with 721,799 reactions and 888 catalyst types from USPTO. Task: Predict which catalyst facilitates the given reaction. (1) Reactant: [Cl:1][C:2]1[CH:7]=[CH:6][C:5]([NH:8][S:9]([C:12]([F:15])([F:14])[F:13])(=[O:11])=[O:10])=[C:4]([C:16](=O)[CH2:17][CH3:18])[CH:3]=1.Cl.[F:21][C:22]([F:37])([F:36])[C:23]1[CH:31]=[C:30]([C:32]([F:35])([F:34])[F:33])[CH:29]=[CH:28][C:24]=1[CH2:25][O:26][NH2:27].CC([O-])=O.[Na+]. Product: [F:21][C:22]([F:36])([F:37])[C:23]1[CH:31]=[C:30]([C:32]([F:35])([F:33])[F:34])[CH:29]=[CH:28][C:24]=1[CH2:25][O:26][N:27]=[C:16]([C:4]1[CH:3]=[C:2]([Cl:1])[CH:7]=[CH:6][C:5]=1[NH:8][S:9]([C:12]([F:15])([F:14])[F:13])(=[O:11])=[O:10])[CH2:17][CH3:18]. The catalyst class is: 14. (2) Reactant: C(Cl)(=O)C(Cl)=O.[Cl:7][C:8]1[CH:13]=[C:12]([S:14]([C:17]2[CH:22]=[CH:21][C:20]([C:23](O)=[O:24])=[CH:19][CH:18]=2)(=[O:16])=[O:15])[CH:11]=[CH:10][C:9]=1[NH:26][C:27](=[O:35])[C@:28]([OH:34])([CH3:33])[C:29]([F:32])([F:31])[F:30].[CH3:36][NH:37][CH3:38]. Product: [Cl:7][C:8]1[CH:13]=[C:12]([S:14]([C:17]2[CH:22]=[CH:21][C:20]([C:23](=[O:24])[N:37]([CH3:38])[CH3:36])=[CH:19][CH:18]=2)(=[O:15])=[O:16])[CH:11]=[CH:10][C:9]=1[NH:26][C:27](=[O:35])[C@:28]([OH:34])([CH3:33])[C:29]([F:30])([F:31])[F:32]. The catalyst class is: 59. (3) Reactant: [Cl:1][C:2]1[C:10]2[C:5](=[CH:6][C:7]([S:11]([NH:14][C@H:15]3[CH2:19][CH2:18][N:17]([C:20]4[C:21]([F:37])=[C:22]5[C:27](=[CH:28][CH:29]=4)[CH2:26][N:25](C(OC(C)(C)C)=O)[CH2:24][CH2:23]5)[C:16]3=[O:38])(=[O:13])=[O:12])=[CH:8][CH:9]=2)[N:4]([Si](C(C)C)(C(C)C)C(C)C)[CH:3]=1.Cl. Product: [ClH:1].[Cl:1][C:2]1[C:10]2[C:5](=[CH:6][C:7]([S:11]([NH:14][C@H:15]3[CH2:19][CH2:18][N:17]([C:20]4[C:21]([F:37])=[C:22]5[C:27](=[CH:28][CH:29]=4)[CH2:26][NH:25][CH2:24][CH2:23]5)[C:16]3=[O:38])(=[O:13])=[O:12])=[CH:8][CH:9]=2)[NH:4][CH:3]=1. The catalyst class is: 169. (4) Reactant: [C:1]1([C:7]2[NH:8][CH:9]=[CH:10][C:11]=2[C:12]([OH:14])=O)[CH:6]=[CH:5][CH:4]=[CH:3][CH:2]=1.[Cl:15][C:16]1[CH:17]=[C:18]([N:22]2[CH2:27][CH2:26][NH:25][CH2:24][CH2:23]2)[CH:19]=[CH:20][CH:21]=1.Cl.CN(C)CCCN=C=NCC.O.ON1C2C=CC=CC=2N=N1. The catalyst class is: 4. Product: [Cl:15][C:16]1[CH:17]=[C:18]([N:22]2[CH2:27][CH2:26][N:25]([C:12]([C:11]3[CH:10]=[CH:9][NH:8][C:7]=3[C:1]3[CH:2]=[CH:3][CH:4]=[CH:5][CH:6]=3)=[O:14])[CH2:24][CH2:23]2)[CH:19]=[CH:20][CH:21]=1. (5) Reactant: C[O:2][C:3]1[C:8]2[O:9][C:10]3[C:15]([C@@:16]4([CH2:20][O:19][C:18]([NH2:21])=[N:17]4)[C:7]=2[CH:6]=[C:5]([C:28]2[CH:29]=[N:30][CH:31]=[CH:32][CH:33]=2)[N:4]=1)=[CH:14][C:13]([C:22]1[CH:23]=[N:24][CH:25]=[CH:26][CH:27]=1)=[CH:12][CH:11]=3.B(Br)(Br)Br. Product: [NH2:21][C:18]1[O:19][CH2:20][C@:16]2([C:7]3[CH:6]=[C:5]([C:28]4[CH:29]=[N:30][CH:31]=[CH:32][CH:33]=4)[NH:4][C:3](=[O:2])[C:8]=3[O:9][C:10]3[C:15]2=[CH:14][C:13]([C:22]2[CH:23]=[N:24][CH:25]=[CH:26][CH:27]=2)=[CH:12][CH:11]=3)[N:17]=1. The catalyst class is: 2.